This data is from Reaction yield outcomes from USPTO patents with 853,638 reactions. The task is: Predict the reaction yield, written as a fraction of the theoretical maximum amount of product (1.0 means a 100% yield; for example, 0.34 means a 34% yield). (1) The reactants are [Br:1][C:2]1[CH:3]=[C:4]([S:15][C:16]2[CH:17]=[C:18]([CH:22]=[CH:23][CH:24]=2)[C:19](O)=[O:20])[C:5]([NH:8][C:9]2[S:10][CH:11]=[C:12]([CH3:14])[N:13]=2)=[N:6][CH:7]=1.Cl.C[N:27](C)CCCN=C=NCC.[NH4+].[Cl-].C1C=CC2N(O)N=NC=2C=1.O.C(N(CC)CC)C. The catalyst is CN(C=O)C.O. The product is [Br:1][C:2]1[CH:3]=[C:4]([S:15][C:16]2[CH:17]=[C:18]([CH:22]=[CH:23][CH:24]=2)[C:19]([NH2:27])=[O:20])[C:5]([NH:8][C:9]2[S:10][CH:11]=[C:12]([CH3:14])[N:13]=2)=[N:6][CH:7]=1. The yield is 0.670. (2) The product is [F:27][C:26]([F:29])([F:28])[C:24]([OH:30])=[O:25].[NH2:8][C@@H:9]([CH2:16][CH2:17][C:18]1[CH:19]=[CH:20][CH:21]=[CH:22][CH:23]=1)/[CH:10]=[CH:11]/[C:12]([O:14][CH3:15])=[O:13]. The reactants are CC(OC([NH:8][C@@H:9]([CH2:16][CH2:17][C:18]1[CH:23]=[CH:22][CH:21]=[CH:20][CH:19]=1)/[CH:10]=[CH:11]/[C:12]([O:14][CH3:15])=[O:13])=O)(C)C.[C:24]([OH:30])([C:26]([F:29])([F:28])[F:27])=[O:25]. The yield is 0.690. The catalyst is C(Cl)Cl. (3) The reactants are Cl[C:2]1[CH:7]=[C:6]([N:8]([CH:16]2[CH2:18][CH2:17]2)[C:9](=[O:15])[O:10][C:11]([CH3:14])([CH3:13])[CH3:12])[N:5]2[N:19]=[CH:20][C:21]([CH:22]=[O:23])=[C:4]2[N:3]=1.[NH2:24][C:25]1[CH:32]=[CH:31][C:28]([C:29]#[N:30])=[CH:27][C:26]=1[Br:33].CC(C)([O-])C.[Na+].O. The catalyst is C1COCC1. The product is [Br:33][C:26]1[CH:27]=[C:28]([C:29]#[N:30])[CH:31]=[CH:32][C:25]=1[NH:24][C:2]1[CH:7]=[C:6]([N:8]([CH:16]2[CH2:18][CH2:17]2)[C:9](=[O:15])[O:10][C:11]([CH3:14])([CH3:13])[CH3:12])[N:5]2[N:19]=[CH:20][C:21]([CH:22]=[O:23])=[C:4]2[N:3]=1. The yield is 0.320. (4) The reactants are CC1(C)C2C=CC=C(P(C3C=CC=CC=3)C3C=CC=CC=3)C=2OC2C1=CC=CC=2P(C1C=CC=CC=1)C1C=CC=CC=1.C(=O)([O-])[O-].[Cs+].[Cs+].[NH2:49][C:50]1[CH:59]=[CH:58][CH:57]=[C:56]([F:60])[C:51]=1[C:52]([NH:54][CH3:55])=[O:53].[Cl:61][C:62]1[CH:67]=[C:66](I)[C:65]([Cl:69])=[CH:64][N:63]=1. The catalyst is O1CCOCC1.C([O-])(=O)C.[Pd+2].C([O-])(=O)C. The product is [Cl:61][C:62]1[CH:67]=[C:66]([NH:49][C:50]2[CH:59]=[CH:58][CH:57]=[C:56]([F:60])[C:51]=2[C:52]([NH:54][CH3:55])=[O:53])[C:65]([Cl:69])=[CH:64][N:63]=1. The yield is 0.260. (5) The reactants are [CH3:1][C:2]1[C:3](=O)[NH:4][N:5]=[C:6]([C:8]2[CH:13]=[CH:12][CH:11]=[CH:10][CH:9]=2)[CH:7]=1.P(Cl)(Cl)([Cl:17])=O.[Cl-].[Cl-].[Ca+2].Cl.OP(O)(O)=O.[OH-].[Na+]. The catalyst is C(#N)C. The product is [Cl:17][C:3]1[N:4]=[N:5][C:6]([C:8]2[CH:13]=[CH:12][CH:11]=[CH:10][CH:9]=2)=[CH:7][C:2]=1[CH3:1]. The yield is 0.960. (6) The reactants are [O:1]([C:19]1[CH:26]=[C:25]([N:27]([CH2:32][CH2:33][CH2:34][CH3:35])[CH2:28][CH2:29][CH2:30][CH3:31])[CH:24]=[CH:23][C:20]=1[CH:21]=O)[Si:2]([C:15]([CH3:18])([CH3:17])[CH3:16])([C:9]1[CH:14]=[CH:13][CH:12]=[CH:11][CH:10]=1)[C:3]1[CH:8]=[CH:7][CH:6]=[CH:5][CH:4]=1.[C:36]([C:38]1[C:39](=[C:46]([C:49]#[N:50])[C:47]#[N:48])[O:40][C:41]([CH3:45])([CH3:44])[C:42]=1[CH3:43])#[N:37]. The catalyst is C(O)C. The product is [O:1]([C:19]1[CH:26]=[C:25]([N:27]([CH2:28][CH2:29][CH2:30][CH3:31])[CH2:32][CH2:33][CH2:34][CH3:35])[CH:24]=[CH:23][C:20]=1[CH:21]=[CH:43][C:42]1[C:41]([CH3:44])([CH3:45])[O:40][C:39](=[C:46]([C:47]#[N:48])[C:49]#[N:50])[C:38]=1[C:36]#[N:37])[Si:2]([C:15]([CH3:17])([CH3:18])[CH3:16])([C:9]1[CH:14]=[CH:13][CH:12]=[CH:11][CH:10]=1)[C:3]1[CH:8]=[CH:7][CH:6]=[CH:5][CH:4]=1. The yield is 0.726.